Dataset: Reaction yield outcomes from USPTO patents with 853,638 reactions. Task: Predict the reaction yield, written as a fraction of the theoretical maximum amount of product (1.0 means a 100% yield; for example, 0.34 means a 34% yield). (1) The reactants are [CH3:1][N:2]1[C:11]2[C:6](=[CH:7][CH:8]=[CH:9][CH:10]=2)[NH:5][C:4]([CH3:13])([CH3:12])[C:3]1=[O:14].[N+:15]([O-])([OH:17])=[O:16].[OH-].[Na+]. The catalyst is OS(O)(=O)=O. The product is [CH3:1][N:2]1[C:11]2[C:6](=[CH:7][C:8]([N+:15]([O-:17])=[O:16])=[CH:9][CH:10]=2)[NH:5][C:4]([CH3:12])([CH3:13])[C:3]1=[O:14]. The yield is 0.940. (2) The reactants are [S:1]1[CH:5]=[CH:4][CH:3]=[C:2]1[S:6](Cl)(=[O:8])=[O:7].[NH2:10][C:11]1[C:15]([Br:16])=[C:14]([CH3:17])[O:13][N:12]=1. The catalyst is N1C=CC=CC=1. The product is [Br:16][C:15]1[C:11]([NH:10][S:6]([C:2]2[S:1][CH:5]=[CH:4][CH:3]=2)(=[O:8])=[O:7])=[N:12][O:13][C:14]=1[CH3:17]. The yield is 0.510. (3) The reactants are C[O:2][C:3](=[O:30])/[CH:4]=[CH:5]/[C:6]1[CH:7]=[C:8]2[C:26](=[CH:27][CH:28]=1)[O:25][C:11]1([CH2:16][CH2:15][N:14]([CH:17]([C:19]3[CH:24]=[CH:23][CH:22]=[CH:21][CH:20]=3)[CH3:18])[CH2:13][CH2:12]1)[CH2:10][C:9]2=[O:29].[OH-].[Na+]. No catalyst specified. The product is [C:19]1([CH:17]([N:14]2[CH2:15][CH2:16][C:11]3([CH2:10][C:9](=[O:29])[C:8]4[C:26](=[CH:27][CH:28]=[C:6](/[CH:5]=[CH:4]/[C:3]([OH:30])=[O:2])[CH:7]=4)[O:25]3)[CH2:12][CH2:13]2)[CH3:18])[CH:24]=[CH:23][CH:22]=[CH:21][CH:20]=1. The yield is 0.880. (4) The product is [CH:16]([C:5]1([OH:4])[CH2:6][CH2:7][CH:8]([C:11]([O:13][CH2:14][CH3:15])=[O:12])[CH2:9][CH2:10]1)=[O:1]. The reactants are [O:1]=[O+][O-].[OH:4][C:5]1([CH:16]=C)[CH2:10][CH2:9][CH:8]([C:11]([O:13][CH2:14][CH3:15])=[O:12])[CH2:7][CH2:6]1.CSC. The yield is 0.400. The catalyst is ClCCl. (5) The reactants are [F:1][C:2]1[CH:3]=[C:4]([CH2:19][CH2:20][OH:21])[CH:5]=[CH:6][C:7]=1[O:8][C:9]1[CH:14]=[CH:13][CH:12]=[C:11]([C:15]([F:18])([F:17])[F:16])[N:10]=1.[N:22]#[C:23][NH2:24].OS(C(F)(F)F)(=O)=O. The catalyst is C1COCC1. The product is [C:23](=[NH:22])([O:21][CH2:20][CH2:19][C:4]1[CH:5]=[CH:6][C:7]([O:8][C:9]2[CH:14]=[CH:13][CH:12]=[C:11]([C:15]([F:16])([F:17])[F:18])[N:10]=2)=[C:2]([F:1])[CH:3]=1)[NH2:24]. The yield is 0.437. (6) The reactants are C([Li])(CC)C.[F:6][C:7]1[CH:12]=[CH:11][N:10]=[C:9]2[N:13]([Si:16]([CH:23]([CH3:25])[CH3:24])([CH:20]([CH3:22])[CH3:21])[CH:17]([CH3:19])[CH3:18])[CH:14]=[CH:15][C:8]=12.CC1(C)[C@@]23C4(ON4S(=O)(=[O:34])C2)C[C@@H]1CC3.[Cl-].[NH4+]. The catalyst is C1COCC1.O.C(#N)C. The product is [F:6][C:7]1[C:12]([OH:34])=[CH:11][N:10]=[C:9]2[N:13]([Si:16]([CH:20]([CH3:22])[CH3:21])([CH:23]([CH3:25])[CH3:24])[CH:17]([CH3:18])[CH3:19])[CH:14]=[CH:15][C:8]=12. The yield is 0.490. (7) The reactants are [C:1]([N:5]1[C:9]2[N:10]=[C:11]([NH:14][C:15](=[O:23])[C:16]3[CH:21]=[CH:20][C:19]([CH3:22])=[CH:18][CH:17]=3)[N:12]=[CH:13][C:8]=2[C:7](I)=[CH:6]1)([CH3:4])([CH3:3])[CH3:2].[CH3:25][N:26]([CH3:30])[CH2:27][CH2:28][NH2:29].CN([CH:34]=[O:35])C. The catalyst is CCOC(C)=O.Cl[Pd](Cl)([P](C1C=CC=CC=1)(C1C=CC=CC=1)C1C=CC=CC=1)[P](C1C=CC=CC=1)(C1C=CC=CC=1)C1C=CC=CC=1. The product is [CH3:25][N:26]([CH3:30])[CH2:27][CH2:28][NH:29][C:34]([C:7]1[C:8]2[CH:13]=[N:12][C:11]([NH:14][C:15](=[O:23])[C:16]3[CH:21]=[CH:20][C:19]([CH3:22])=[CH:18][CH:17]=3)=[N:10][C:9]=2[N:5]([C:1]([CH3:4])([CH3:3])[CH3:2])[CH:6]=1)=[O:35]. The yield is 0.260.